Dataset: Full USPTO retrosynthesis dataset with 1.9M reactions from patents (1976-2016). Task: Predict the reactants needed to synthesize the given product. (1) Given the product [Cl:1][C:2]1[CH:10]=[C:9]2[C:5]([C:6]([C:11]([OH:13])=[O:12])=[CH:7][NH:8]2)=[CH:4][C:3]=1[C:15]1[CH:20]=[CH:19][C:18]([C:21]2([OH:25])[CH2:24][O:23][CH2:22]2)=[C:17]([O:26][CH3:27])[CH:16]=1, predict the reactants needed to synthesize it. The reactants are: [Cl:1][C:2]1[CH:10]=[C:9]2[C:5]([C:6]([C:11]([O:13]C)=[O:12])=[CH:7][NH:8]2)=[CH:4][C:3]=1[C:15]1[CH:20]=[CH:19][C:18]([C:21]2([OH:25])[CH2:24][O:23][CH2:22]2)=[C:17]([O:26][CH3:27])[CH:16]=1.[OH-].[Na+]. (2) Given the product [O:8]=[C:3]1[CH2:4][CH2:5][C:6](=[O:7])[N:2]1[O:22][C:20](=[O:21])[CH2:23][N:24]1[C:33]2[C:28](=[CH:29][CH:30]=[CH:31][CH:32]=2)[CH2:27][CH:26]([NH:34][C:35]([C:37]2[NH:38][C:39]3[C:44]([CH:45]=2)=[CH:43][C:42]([CH3:9])=[CH:41][CH:40]=3)=[O:36])[C:25]1=[O:47], predict the reactants needed to synthesize it. The reactants are: O[N:2]1[C:6](=[O:7])[CH2:5][CH2:4][C:3]1=[O:8].[CH3:9]CN=C=NCCCN(C)C.[C:20]([CH2:23][N:24]1[C:33]2[C:28](=[CH:29][CH:30]=[CH:31][CH:32]=2)[CH2:27][CH:26]([NH:34][C:35]([C:37]2[NH:38][C:39]3[C:44]([CH:45]=2)=[CH:43][C:42](Cl)=[CH:41][CH:40]=3)=[O:36])[C:25]1=[O:47])([OH:22])=[O:21]. (3) Given the product [F:31][C:32]1[CH:37]=[CH:36][C:35]([F:38])=[CH:34][C:33]=1[S:39]([N:19]1[CH2:18][CH:17]([C:15]([N:12]2[CH2:13][CH2:14][N:9]([C:3]3[CH:4]=[C:5]([CH3:8])[CH:6]=[CH:7][C:2]=3[CH3:1])[CH2:10][CH2:11]2)=[O:16])[N:21]([C:22]2[CH:23]=[CH:24][CH:25]=[CH:26][CH:27]=2)[C:20]1=[O:28])(=[O:41])=[O:40], predict the reactants needed to synthesize it. The reactants are: [CH3:1][C:2]1[CH:7]=[CH:6][C:5]([CH3:8])=[CH:4][C:3]=1[N:9]1[CH2:14][CH2:13][N:12]([C:15]([CH:17]2[N:21]([C:22]3[CH:27]=[CH:26][CH:25]=[CH:24][CH:23]=3)[C:20](=[O:28])[NH:19][CH2:18]2)=[O:16])[CH2:11][CH2:10]1.[H-].[Na+].[F:31][C:32]1[CH:37]=[CH:36][C:35]([F:38])=[CH:34][C:33]=1[S:39](Cl)(=[O:41])=[O:40]. (4) Given the product [NH2:17][C@@H:18]([CH3:49])[C:19]([NH:21][C:22]1[CH:23]=[CH:24][C:25]([CH2:26][C@@H:27]2[CH2:31][CH2:30][C@H:29]([C@H:32]([OH:39])[C:33]3[CH:34]=[CH:35][CH:36]=[CH:37][CH:38]=3)[N:28]2[C:40]([O:42][C:43]([CH3:44])([CH3:45])[CH3:46])=[O:41])=[CH:47][CH:48]=1)=[O:20], predict the reactants needed to synthesize it. The reactants are: C1C2C(OC([NH:17][C@@H:18]([CH3:49])[C:19]([NH:21][C:22]3[CH:48]=[CH:47][C:25]([CH2:26][C@@H:27]4[CH2:31][CH2:30][C@H:29]([C@H:32]([OH:39])[C:33]5[CH:38]=[CH:37][CH:36]=[CH:35][CH:34]=5)[N:28]4[C:40]([O:42][C:43]([CH3:46])([CH3:45])[CH3:44])=[O:41])=[CH:24][CH:23]=3)=[O:20])=O)C3C(=CC=CC=3)C=2C=CC=1.N1CCCCC1. (5) Given the product [N:39]1([C:2]2[CH:38]=[N:37][C:5]3[N:6]([C:19]([NH:21][CH:22]([C:26]4[CH:31]=[CH:30][C:29]([O:32][C:33]([F:36])([F:35])[F:34])=[CH:28][CH:27]=4)[CH2:23][O:24][CH3:25])=[O:20])[CH2:7][C:8](=[O:18])[N:9]([CH2:10][O:11][CH2:12][CH2:13][Si:14]([CH3:17])([CH3:16])[CH3:15])[C:4]=3[CH:3]=2)[CH2:42][CH2:41][CH2:40]1, predict the reactants needed to synthesize it. The reactants are: Br[C:2]1[CH:38]=[N:37][C:5]2[N:6]([C:19]([NH:21][CH:22]([C:26]3[CH:31]=[CH:30][C:29]([O:32][C:33]([F:36])([F:35])[F:34])=[CH:28][CH:27]=3)[CH2:23][O:24][CH3:25])=[O:20])[CH2:7][C:8](=[O:18])[N:9]([CH2:10][O:11][CH2:12][CH2:13][Si:14]([CH3:17])([CH3:16])[CH3:15])[C:4]=2[CH:3]=1.[NH:39]1[CH2:42][CH2:41][CH2:40]1.C(=O)([O-])[O-].[Cs+].[Cs+].CC1(C)C2C=CC=C(P(C3C=CC=CC=3)C3C=CC=CC=3)C=2OC2C1=CC=CC=2P(C1C=CC=CC=1)C1C=CC=CC=1. (6) The reactants are: Br[C:2]1[O:6][C:5]([CH3:7])=[C:4]([CH:8]=[O:9])[CH:3]=1.[Cl:10][C:11]1[CH:16]=[CH:15][C:14](B(O)O)=[CH:13][N:12]=1.C(=O)([O-])[O-].[Na+].[Na+].COCCOC. Given the product [Cl:10][C:11]1[N:12]=[CH:13][C:14]([C:2]2[O:6][C:5]([CH3:7])=[C:4]([CH:8]=[O:9])[CH:3]=2)=[CH:15][CH:16]=1, predict the reactants needed to synthesize it. (7) Given the product [CH2:16]([O:1][C:2]1[CH:11]=[C:6]([C:7]([O:9][CH3:10])=[O:8])[CH:5]=[C:4]([CH:3]=1)[C:12]([O:14][CH3:15])=[O:13])[C:17]1[CH:22]=[CH:21][CH:20]=[CH:19][CH:18]=1, predict the reactants needed to synthesize it. The reactants are: [OH:1][C:2]1[CH:3]=[C:4]([C:12]([O:14][CH3:15])=[O:13])[CH:5]=[C:6]([CH:11]=1)[C:7]([O:9][CH3:10])=[O:8].[CH2:16](Br)[C:17]1[CH:22]=[CH:21][CH:20]=[CH:19][CH:18]=1.C(=O)([O-])[O-].[K+].[K+].O.